This data is from Catalyst prediction with 721,799 reactions and 888 catalyst types from USPTO. The task is: Predict which catalyst facilitates the given reaction. (1) Reactant: [Cl:1][C:2]1[C:11]2[C:6](=[CH:7][C:8]([OH:12])=[CH:9][CH:10]=2)[CH:5]=[CH:4][N:3]=1.I[CH:14]([CH3:16])[CH3:15].C([O-])([O-])=O.[K+].[K+]. Product: [Cl:1][C:2]1[C:11]2[C:6](=[CH:7][C:8]([O:12][CH:14]([CH3:16])[CH3:15])=[CH:9][CH:10]=2)[CH:5]=[CH:4][N:3]=1. The catalyst class is: 21. (2) Reactant: [N+:1]([C:4]1[CH:12]=[C:7]2[CH2:8][NH:9][CH2:10][CH2:11][N:6]2[N:5]=1)([O-:3])=[O:2].[CH3:13][C:14]([O:17][C:18](O[C:18]([O:17][C:14]([CH3:16])([CH3:15])[CH3:13])=[O:19])=[O:19])([CH3:16])[CH3:15]. Product: [N+:1]([C:4]1[CH:12]=[C:7]2[CH2:8][N:9]([C:18]([O:17][C:14]([CH3:16])([CH3:15])[CH3:13])=[O:19])[CH2:10][CH2:11][N:6]2[N:5]=1)([O-:3])=[O:2]. The catalyst class is: 230.